From a dataset of NCI-60 drug combinations with 297,098 pairs across 59 cell lines. Regression. Given two drug SMILES strings and cell line genomic features, predict the synergy score measuring deviation from expected non-interaction effect. (1) Drug 1: CC1CCC2CC(C(=CC=CC=CC(CC(C(=O)C(C(C(=CC(C(=O)CC(OC(=O)C3CCCCN3C(=O)C(=O)C1(O2)O)C(C)CC4CCC(C(C4)OC)O)C)C)O)OC)C)C)C)OC. Drug 2: C1=CC=C(C=C1)NC(=O)CCCCCCC(=O)NO. Cell line: 786-0. Synergy scores: CSS=1.64, Synergy_ZIP=-0.169, Synergy_Bliss=1.04, Synergy_Loewe=-3.68, Synergy_HSA=-2.50. (2) Drug 1: C1CCN(CC1)CCOC2=CC=C(C=C2)C(=O)C3=C(SC4=C3C=CC(=C4)O)C5=CC=C(C=C5)O. Drug 2: CS(=O)(=O)C1=CC(=C(C=C1)C(=O)NC2=CC(=C(C=C2)Cl)C3=CC=CC=N3)Cl. Cell line: KM12. Synergy scores: CSS=-6.35, Synergy_ZIP=-5.99, Synergy_Bliss=-1.25, Synergy_Loewe=-11.4, Synergy_HSA=-8.94. (3) Drug 1: CC1=C(C=C(C=C1)NC2=NC=CC(=N2)N(C)C3=CC4=NN(C(=C4C=C3)C)C)S(=O)(=O)N.Cl. Drug 2: CN(C)N=NC1=C(NC=N1)C(=O)N. Cell line: PC-3. Synergy scores: CSS=4.90, Synergy_ZIP=-0.675, Synergy_Bliss=3.14, Synergy_Loewe=1.60, Synergy_HSA=1.63. (4) Drug 1: CC1=C(C(=CC=C1)Cl)NC(=O)C2=CN=C(S2)NC3=CC(=NC(=N3)C)N4CCN(CC4)CCO. Drug 2: CC1C(C(CC(O1)OC2CC(OC(C2O)C)OC3=CC4=CC5=C(C(=O)C(C(C5)C(C(=O)C(C(C)O)O)OC)OC6CC(C(C(O6)C)O)OC7CC(C(C(O7)C)O)OC8CC(C(C(O8)C)O)(C)O)C(=C4C(=C3C)O)O)O)O. Cell line: CCRF-CEM. Synergy scores: CSS=53.4, Synergy_ZIP=-1.30, Synergy_Bliss=-7.88, Synergy_Loewe=-6.70, Synergy_HSA=-8.63. (5) Drug 1: CC1=C2C(C(=O)C3(C(CC4C(C3C(C(C2(C)C)(CC1OC(=O)C(C(C5=CC=CC=C5)NC(=O)OC(C)(C)C)O)O)OC(=O)C6=CC=CC=C6)(CO4)OC(=O)C)OC)C)OC. Drug 2: CC1=C(C=C(C=C1)NC(=O)C2=CC=C(C=C2)CN3CCN(CC3)C)NC4=NC=CC(=N4)C5=CN=CC=C5. Cell line: HOP-62. Synergy scores: CSS=50.2, Synergy_ZIP=8.15, Synergy_Bliss=9.75, Synergy_Loewe=9.11, Synergy_HSA=11.7. (6) Drug 1: CC1=C(C(=O)C2=C(C1=O)N3CC4C(C3(C2COC(=O)N)OC)N4)N. Drug 2: C(CN)CNCCSP(=O)(O)O. Cell line: HCT116. Synergy scores: CSS=39.8, Synergy_ZIP=6.30, Synergy_Bliss=0.445, Synergy_Loewe=-33.9, Synergy_HSA=-0.856. (7) Drug 1: CC1C(C(CC(O1)OC2CC(CC3=C2C(=C4C(=C3O)C(=O)C5=C(C4=O)C(=CC=C5)OC)O)(C(=O)CO)O)N)O.Cl. Drug 2: C1CNP(=O)(OC1)N(CCCl)CCCl. Cell line: OVCAR-8. Synergy scores: CSS=-2.95, Synergy_ZIP=1.08, Synergy_Bliss=-2.28, Synergy_Loewe=-4.85, Synergy_HSA=-5.14.